This data is from Full USPTO retrosynthesis dataset with 1.9M reactions from patents (1976-2016). The task is: Predict the reactants needed to synthesize the given product. (1) The reactants are: [Si]([O:8][CH2:9][C:10]1([CH3:36])[S:16][CH2:15][CH2:14][N:13]2[C:17]([C:20]3([C:23]4[CH:28]=[CH:27][C:26]([C:29]5[N:34]=[CH:33][C:32]([CH3:35])=[CH:31][N:30]=5)=[CH:25][CH:24]=4)[CH2:22][CH2:21]3)=[N:18][N:19]=[C:12]2[CH2:11]1)(C(C)(C)C)(C)C.Cl. Given the product [CH3:36][C:10]1([CH2:9][OH:8])[S:16][CH2:15][CH2:14][N:13]2[C:17]([C:20]3([C:23]4[CH:24]=[CH:25][C:26]([C:29]5[N:34]=[CH:33][C:32]([CH3:35])=[CH:31][N:30]=5)=[CH:27][CH:28]=4)[CH2:22][CH2:21]3)=[N:18][N:19]=[C:12]2[CH2:11]1, predict the reactants needed to synthesize it. (2) Given the product [NH2:15][C:11]1[N:10]=[C:9]([NH:8][C:4]2[CH:3]=[C:2]([NH:16][C:17]3[CH:22]=[CH:21][CH:20]=[CH:19][CH:18]=3)[N:7]=[CH:6][N:5]=2)[CH:14]=[CH:13][CH:12]=1, predict the reactants needed to synthesize it. The reactants are: Cl[C:2]1[N:7]=[CH:6][N:5]=[C:4]([NH:8][C:9]2[CH:14]=[CH:13][CH:12]=[C:11]([NH2:15])[N:10]=2)[CH:3]=1.[NH2:16][C:17]1[CH:22]=[CH:21][CH:20]=[CH:19][CH:18]=1. (3) Given the product [Cl:1][C:2]1[CH:3]=[C:4]([CH:20]=[C:21]([Cl:23])[CH:22]=1)[CH2:5][C:6]1[C:7]([CH3:19])=[N:8][C:9]2[N:10]([N:13]=[CH:14][C:15]=2[C:16]([NH:28][CH2:27][CH2:26][O:25][CH3:24])=[O:18])[C:11]=1[CH3:12], predict the reactants needed to synthesize it. The reactants are: [Cl:1][C:2]1[CH:3]=[C:4]([CH:20]=[C:21]([Cl:23])[CH:22]=1)[CH2:5][C:6]1[C:7]([CH3:19])=[N:8][C:9]2[N:10]([N:13]=[CH:14][C:15]=2[C:16]([OH:18])=O)[C:11]=1[CH3:12].[CH3:24][O:25][CH2:26][CH2:27][NH2:28]. (4) Given the product [NH2:1][C:2]1[C:11]2[C:6](=[CH:7][CH:8]=[CH:9][C:10]=2[O:12][CH2:13][C:14]([CH3:21])([CH3:22])[C:15]([NH:17][CH:18]([CH3:20])[CH3:19])=[O:16])[N:5]=[C:4]([CH3:23])[C:3]=1[C:24]([O-:26])=[O:25].[Na+:31], predict the reactants needed to synthesize it. The reactants are: [NH2:1][C:2]1[C:11]2[C:6](=[CH:7][CH:8]=[CH:9][C:10]=2[O:12][CH2:13][C:14]([CH3:22])([CH3:21])[C:15]([NH:17][CH:18]([CH3:20])[CH3:19])=[O:16])[N:5]=[C:4]([CH3:23])[C:3]=1[C:24]([OH:26])=[O:25].C([O-])(O)=O.[Na+:31]. (5) Given the product [N:8]1[CH:3]=[CH:4][CH:5]=[CH:6][C:7]=1[N:9]1[C:13]2=[N:14][CH:15]=[N:16][C:17]([NH:18][N:19]=[CH:20][C:21]3[CH:22]=[CH:23][CH:29]=[N:27][CH:26]=3)=[C:12]2[CH:11]=[N:10]1, predict the reactants needed to synthesize it. The reactants are: CO[C:3]1[N:8]=[C:7]([N:9]2[C:13]3=[N:14][CH:15]=[N:16][C:17]([NH:18][N:19]=[CH:20][C:21]4[CH:26]=CN=[CH:23][CH:22]=4)=[C:12]3[CH:11]=[N:10]2)[CH:6]=[CH:5][CH:4]=1.[NH:27]([C:29]1N=CN=C2N(C3C=CC=CN=3)N=CC=12)N.C(=O)C1C=CC=NC=1. (6) Given the product [Cl:1][C:2]1[CH:7]=[CH:6][CH:5]=[C:4]([CH3:8])[C:3]=1[NH:9][C:10]([NH:23][C:24]1[CH:32]=[C:31]([F:33])[C:30]([F:34])=[CH:29][C:25]=1[C:26]([NH:66][C@H:67]([C:75]([OH:77])=[O:76])[CH2:68][C:69]1[CH:74]=[CH:73][CH:72]=[CH:71][CH:70]=1)=[O:28])=[O:11], predict the reactants needed to synthesize it. The reactants are: [Cl:1][C:2]1[CH:7]=[CH:6][CH:5]=[C:4]([CH3:8])[C:3]=1[N:9]=[C:10]=[O:11].CC1C=CC=C(C)C=1N=C=O.[NH2:23][C:24]1[CH:32]=[C:31]([F:33])[C:30]([F:34])=[CH:29][C:25]=1[C:26]([OH:28])=O.NC1C(C(O)=O)=CC2C(C=1)=CC=CC=2.C([NH:66][C@H:67]([C:75]([OH:77])=[O:76])[CH2:68][C:69]1[CH:74]=[CH:73][CH:72]=[CH:71][CH:70]=1)(OCC1C2C(=CC=CC=2)C2C1=CC=CC=2)=O.N(C(OCC1C2C(=CC=CC=2)C2C1=CC=CC=2)=O)[C@H](C(O)=O)CC(=O)OC(C)(C)C. (7) Given the product [F:1][C:2]([F:7])([F:6])[C:3]([OH:5])=[O:4].[F:8][C:9]([F:14])([F:13])[C:10]([OH:12])=[O:11].[Cl:22][C:23]1[CH:24]=[N:25][C:26]2[NH:27][C:28]3[CH:29]=[N:30][CH:31]=[C:32]([CH:54]=3)[CH2:33][CH2:34][C:35]3[CH:43]=[C:39]([NH:40][C:41]=1[N:42]=2)[CH:38]=[CH:37][C:36]=3[NH:44][C:45](=[O:53])[CH2:46][CH:47]1[CH2:52][CH2:51][N:50]([S:58]([CH:56]([CH3:57])[CH3:55])(=[O:60])=[O:59])[CH2:49][CH2:48]1, predict the reactants needed to synthesize it. The reactants are: [F:1][C:2]([F:7])([F:6])[C:3]([OH:5])=[O:4].[F:8][C:9]([F:14])([F:13])[C:10]([OH:12])=[O:11].FC(F)(F)C(O)=O.[Cl:22][C:23]1[CH:24]=[N:25][C:26]2[NH:27][C:28]3[CH:29]=[N:30][CH:31]=[C:32]([CH:54]=3)[CH2:33][CH2:34][C:35]3[CH:43]=[C:39]([NH:40][C:41]=1[N:42]=2)[CH:38]=[CH:37][C:36]=3[NH:44][C:45](=[O:53])[CH2:46][CH:47]1[CH2:52][CH2:51][NH:50][CH2:49][CH2:48]1.[CH3:55][CH:56]([S:58](Cl)(=[O:60])=[O:59])[CH3:57]. (8) Given the product [C:14]([C:18]1[CH:34]=[CH:33][C:21]([CH2:22][N:23]([CH2:24][CH2:25][C:26]2[CH:31]=[CH:30][C:29]([Cl:32])=[CH:28][CH:27]=2)[C:11]([C:8]2[CH:9]=[CH:10][C:2]([F:1])=[C:3]3[C:7]=2[NH:6][CH:5]=[CH:4]3)=[O:13])=[CH:20][CH:19]=1)([CH3:17])([CH3:15])[CH3:16], predict the reactants needed to synthesize it. The reactants are: [F:1][C:2]1[CH:10]=[CH:9][C:8]([C:11]([OH:13])=O)=[C:7]2[C:3]=1[CH:4]=[CH:5][NH:6]2.[C:14]([C:18]1[CH:34]=[CH:33][C:21]([CH2:22][NH:23][CH2:24][CH2:25][C:26]2[CH:31]=[CH:30][C:29]([Cl:32])=[CH:28][CH:27]=2)=[CH:20][CH:19]=1)([CH3:17])([CH3:16])[CH3:15].C(Cl)Cl.CCN=C=NCCCN(C)C.Cl.